Task: Predict the reactants needed to synthesize the given product.. Dataset: Full USPTO retrosynthesis dataset with 1.9M reactions from patents (1976-2016) Given the product [CH2:23]([O:3][CH:4]([CH:10]([C:17]1[CH:18]=[CH:19][CH:20]=[CH:21][CH:22]=1)[C:11]1[CH:12]=[CH:13][CH:14]=[CH:15][CH:16]=1)[C:5]([O:7][CH2:8][CH3:9])=[O:6])[C:24]1[CH:29]=[CH:28][CH:27]=[CH:26][CH:25]=1, predict the reactants needed to synthesize it. The reactants are: [H-].[Na+].[OH:3][CH:4]([CH:10]([C:17]1[CH:22]=[CH:21][CH:20]=[CH:19][CH:18]=1)[C:11]1[CH:16]=[CH:15][CH:14]=[CH:13][CH:12]=1)[C:5]([O:7][CH2:8][CH3:9])=[O:6].[CH2:23](Br)[C:24]1[CH:29]=[CH:28][CH:27]=[CH:26][CH:25]=1.